Task: Regression. Given a peptide amino acid sequence and an MHC pseudo amino acid sequence, predict their binding affinity value. This is MHC class II binding data.. Dataset: Peptide-MHC class II binding affinity with 134,281 pairs from IEDB (1) The peptide sequence is VDPTDYFRNEQSIPP. The MHC is DRB5_0101 with pseudo-sequence DRB5_0101. The binding affinity (normalized) is 0.281. (2) The peptide sequence is WQTLSAALDAQAVEL. The MHC is DRB3_0202 with pseudo-sequence DRB3_0202. The binding affinity (normalized) is 0.166. (3) The peptide sequence is ALFYKLDVVPID. The MHC is HLA-DQA10103-DQB10603 with pseudo-sequence HLA-DQA10103-DQB10603. The binding affinity (normalized) is 0.105. (4) The peptide sequence is GELQIVKKIDAAFKI. The MHC is DRB1_0404 with pseudo-sequence DRB1_0404. The binding affinity (normalized) is 0.626. (5) The peptide sequence is STEQNVPDPQVGITT. The MHC is DRB3_0202 with pseudo-sequence DRB3_0202. The binding affinity (normalized) is 0.